Dataset: Full USPTO retrosynthesis dataset with 1.9M reactions from patents (1976-2016). Task: Predict the reactants needed to synthesize the given product. (1) Given the product [CH2:1]=[CH2:2].[CH2:5]=[CH:6][CH3:7].[CH2:26]=[CH:27][CH:28]=[CH2:29], predict the reactants needed to synthesize it. The reactants are: [CH2:1]=[CH:2]C=C.[CH2:5]([Al](CC(C)C)CC(C)C)[CH:6](C)[CH3:7].C=CC.C=C.C[Al]1[CH2:29][CH2:28][CH2:27][CH2:26]O1.C(OCCC)(=O)C.C[Sn](C)(C)C. (2) Given the product [ClH:16].[CH2:29]([O:19][C:18]([C@:4]1([F:21])[C@@H:3]2[C@H:5]1[CH2:6][C@@H:7]([O:8][CH2:9][C:10]1[CH:15]=[CH:14][C:13]([Cl:16])=[C:12]([Cl:17])[CH:11]=1)[C@@:2]2([NH2:1])[C:22]([OH:24])=[O:23])=[O:20])[CH3:30], predict the reactants needed to synthesize it. The reactants are: [NH2:1][C@@:2]1([C:22]([OH:24])=[O:23])[C@H:7]([O:8][CH2:9][C:10]2[CH:15]=[CH:14][C:13]([Cl:16])=[C:12]([Cl:17])[CH:11]=2)[CH2:6][C@@H:5]2[C@H:3]1[C@@:4]2([F:21])[C:18]([OH:20])=[O:19].S(Cl)(Cl)=O.[CH2:29](O)[CH3:30]. (3) Given the product [F:81][C:55]([F:54])([F:80])[C:56]1[CH:61]=[C:60]([C:62]([F:64])([F:65])[F:63])[CH:59]=[CH:58][C:57]=1[C:66]1[C:75]([CH3:76])=[C:74]([NH:47][C:46]2[C:41]([N:38]3[CH2:39][CH2:40][O:35][CH2:36][CH2:37]3)=[N:42][CH:43]=[C:44]([N:48]3[CH2:49][CH2:50][O:51][CH2:52][CH2:53]3)[CH:45]=2)[C:73]2[C:68](=[CH:69][C:70]([F:79])=[CH:71][C:72]=2[F:78])[N:67]=1, predict the reactants needed to synthesize it. The reactants are: C1(P(C2CCCCC2)C2C=CC=CC=2C2C(C(C)C)=CC(C(C)C)=CC=2C(C)C)CCCCC1.[O:35]1[CH2:40][CH2:39][N:38]([C:41]2[C:46]([NH2:47])=[CH:45][C:44]([N:48]3[CH2:53][CH2:52][O:51][CH2:50][CH2:49]3)=[CH:43][N:42]=2)[CH2:37][CH2:36]1.[F:54][C:55]([F:81])([F:80])[C:56]1[CH:61]=[C:60]([C:62]([F:65])([F:64])[F:63])[CH:59]=[CH:58][C:57]=1[C:66]1[C:75]([CH3:76])=[C:74](Cl)[C:73]2[C:68](=[CH:69][C:70]([F:79])=[CH:71][C:72]=2[F:78])[N:67]=1.CC(C)([O-])C.[Na+]. (4) The reactants are: C[Si]([Br:5])(C)C.[CH2:6]([O:13][C:14]1[CH:21]=[C:20]([C:22]([CH3:25])([CH3:24])[CH3:23])[CH:19]=[CH:18][C:15]=1[CH2:16]O)[C:7]1[CH:12]=[CH:11][CH:10]=[CH:9][CH:8]=1. Given the product [CH2:6]([O:13][C:14]1[CH:21]=[C:20]([C:22]([CH3:25])([CH3:24])[CH3:23])[CH:19]=[CH:18][C:15]=1[CH2:16][Br:5])[C:7]1[CH:12]=[CH:11][CH:10]=[CH:9][CH:8]=1, predict the reactants needed to synthesize it. (5) Given the product [CH3:7][O:6][C:4](=[O:5])[C:3]([CH3:9])([CH3:8])[CH2:2][O:1][CH2:15][CH2:14][O:13][CH3:12], predict the reactants needed to synthesize it. The reactants are: [OH:1][CH2:2][C:3]([CH3:9])([CH3:8])[C:4]([O:6][CH3:7])=[O:5].[H-].[Na+].[CH3:12][O:13][CH2:14][CH2:15]Br. (6) Given the product [O:1]1[C:6]2[CH:7]=[CH:8][C:9]([CH2:11][N:12]([CH:20]3[CH2:25][CH2:24][N:23]([CH2:38][CH2:37][N:33]4[C:34]5[C:29](=[CH:28][C:27]([Cl:26])=[CH:36][CH:35]=5)[CH:30]=[CH:31][C:32]4=[O:40])[CH2:22][CH2:21]3)[C:13](=[O:19])[O:14][C:15]([CH3:18])([CH3:16])[CH3:17])=[CH:10][C:5]=2[O:4][CH2:3][CH2:2]1, predict the reactants needed to synthesize it. The reactants are: [O:1]1[C:6]2[CH:7]=[CH:8][C:9]([CH2:11][N:12]([CH:20]3[CH2:25][CH2:24][NH:23][CH2:22][CH2:21]3)[C:13](=[O:19])[O:14][C:15]([CH3:18])([CH3:17])[CH3:16])=[CH:10][C:5]=2[O:4][CH2:3][CH2:2]1.[Cl:26][C:27]1[CH:28]=[C:29]2[C:34](=[CH:35][CH:36]=1)[N:33]([CH2:37][CH:38]=O)[C:32](=[O:40])[CH:31]=[CH:30]2.C(O[BH-](OC(=O)C)OC(=O)C)(=O)C.[Na+].C(=O)([O-])O.[Na+]. (7) Given the product [NH2:30][C:31]1[C:32]2[C:39]([C:2]3[N:3]=[CH:4][NH:5][CH:6]=3)=[CH:38][N:37]([C@@H:41]3[O:61][C@H:60]([CH2:62][OH:63])[C@@H:51]([OH:52])[C@H:42]3[OH:43])[C:33]=2[N:34]=[CH:35][N:36]=1, predict the reactants needed to synthesize it. The reactants are: I[C:2]1[N:3]=[CH:4][N:5](C(C2C=CC=CC=2)(C2C=CC=CC=2)C2C=CC=CC=2)[CH:6]=1.CC[Mg+].[Br-].[NH2:30][C:31]1[C:32]2[C:39](I)=[CH:38][N:37]([C@@H:41]3[O:61][C@H:60]([CH2:62][O:63][Si](C(C)(C)C)(C)C)[C@@H:51]([O:52][Si](C(C)(C)C)(C)C)[C@H:42]3[O:43][Si](C(C)(C)C)(C)C)[C:33]=2[N:34]=[CH:35][N:36]=1.C(N1C=CN=C1)(C1C=CC=CC=1)(C1C=CC=CC=1)C1C=CC=CC=1.